This data is from Forward reaction prediction with 1.9M reactions from USPTO patents (1976-2016). The task is: Predict the product of the given reaction. (1) Given the reactants [NH:1]1[C:5]2=[N:6][CH:7]=[CH:8][CH:9]=[C:4]2[CH:3]=[C:2]1[C:10]([O:12][CH3:13])=[O:11].[H-].[Na+].[CH3:16][Si:17]([CH2:20][CH2:21][O:22][CH2:23]Cl)([CH3:19])[CH3:18].O, predict the reaction product. The product is: [CH3:16][Si:17]([CH3:19])([CH3:18])[CH2:20][CH2:21][O:22][CH2:23][N:1]1[C:5]2=[N:6][CH:7]=[CH:8][CH:9]=[C:4]2[CH:3]=[C:2]1[C:10]([O:12][CH3:13])=[O:11]. (2) Given the reactants [CH3:1][C:2]1[CH:7]=[CH:6][C:5]([S:8]([NH:11][C:12](=[O:36])[O:13][CH2:14][CH2:15][C:16]2[CH:21]=[CH:20][C:19]([N:22]3[C:26]([CH3:27])=[C:25]([C:28]4[CH:33]=[CH:32][C:31](F)=[CH:30][CH:29]=4)[C:24]([CH3:35])=[N:23]3)=[CH:18][CH:17]=2)(=[O:10])=[O:9])=[CH:4][CH:3]=1.CC1(C)C(C)(C)OB(C2C=CC([NH:49][C:50](=[O:52])[CH3:51])=CC=2)O1, predict the reaction product. The product is: [C:2]1([CH3:1])[CH:3]=[CH:4][C:5]([S:8]([NH2:11])(=[O:9])=[O:10])=[CH:6][CH:7]=1.[CH3:1][C:2]1[CH:7]=[CH:6][C:5]([S:8]([NH:11][C:12](=[O:36])[O:13][CH2:14][CH2:15][C:16]2[CH:21]=[CH:20][C:19]([N:22]3[C:26]([CH3:27])=[C:25]([C:28]4[CH:33]=[CH:32][C:31]([NH:49][C:50](=[O:52])[CH3:51])=[CH:30][CH:29]=4)[C:24]([CH3:35])=[N:23]3)=[CH:18][CH:17]=2)(=[O:10])=[O:9])=[CH:4][CH:3]=1.